Dataset: NCI-60 drug combinations with 297,098 pairs across 59 cell lines. Task: Regression. Given two drug SMILES strings and cell line genomic features, predict the synergy score measuring deviation from expected non-interaction effect. (1) Drug 1: C1=C(C(=O)NC(=O)N1)N(CCCl)CCCl. Drug 2: C1CCC(C(C1)N)N.C(=O)(C(=O)[O-])[O-].[Pt+4]. Cell line: OVCAR-5. Synergy scores: CSS=8.72, Synergy_ZIP=-10.1, Synergy_Bliss=-4.23, Synergy_Loewe=-9.71, Synergy_HSA=-1.81. (2) Drug 1: C1CN1P(=S)(N2CC2)N3CC3. Drug 2: CCCCC(=O)OCC(=O)C1(CC(C2=C(C1)C(=C3C(=C2O)C(=O)C4=C(C3=O)C=CC=C4OC)O)OC5CC(C(C(O5)C)O)NC(=O)C(F)(F)F)O. Cell line: SK-MEL-28. Synergy scores: CSS=53.6, Synergy_ZIP=-1.17, Synergy_Bliss=-1.39, Synergy_Loewe=-22.2, Synergy_HSA=-1.71. (3) Drug 1: CNC(=O)C1=CC=CC=C1SC2=CC3=C(C=C2)C(=NN3)C=CC4=CC=CC=N4. Drug 2: C1CCC(C(C1)N)N.C(=O)(C(=O)[O-])[O-].[Pt+4]. Synergy scores: CSS=23.1, Synergy_ZIP=-4.05, Synergy_Bliss=3.46, Synergy_Loewe=4.42, Synergy_HSA=5.05. Cell line: A549. (4) Drug 1: CC1=CC=C(C=C1)C2=CC(=NN2C3=CC=C(C=C3)S(=O)(=O)N)C(F)(F)F. Drug 2: C(CC(=O)O)C(=O)CN.Cl. Cell line: A549. Synergy scores: CSS=5.26, Synergy_ZIP=-2.57, Synergy_Bliss=0.878, Synergy_Loewe=-0.188, Synergy_HSA=0.600. (5) Drug 1: C#CCC(CC1=CN=C2C(=N1)C(=NC(=N2)N)N)C3=CC=C(C=C3)C(=O)NC(CCC(=O)O)C(=O)O. Drug 2: CC1CCCC2(C(O2)CC(NC(=O)CC(C(C(=O)C(C1O)C)(C)C)O)C(=CC3=CSC(=N3)C)C)C. Cell line: RXF 393. Synergy scores: CSS=33.5, Synergy_ZIP=3.34, Synergy_Bliss=2.16, Synergy_Loewe=0.294, Synergy_HSA=0.333. (6) Drug 1: CC1C(C(CC(O1)OC2CC(CC3=C2C(=C4C(=C3O)C(=O)C5=C(C4=O)C(=CC=C5)OC)O)(C(=O)C)O)N)O.Cl. Drug 2: C1=C(C(=O)NC(=O)N1)F. Cell line: MDA-MB-435. Synergy scores: CSS=22.8, Synergy_ZIP=-4.75, Synergy_Bliss=-7.52, Synergy_Loewe=-6.82, Synergy_HSA=-6.61. (7) Drug 1: CN(C)C1=NC(=NC(=N1)N(C)C)N(C)C. Drug 2: COC1=NC(=NC2=C1N=CN2C3C(C(C(O3)CO)O)O)N. Cell line: MOLT-4. Synergy scores: CSS=55.4, Synergy_ZIP=0.808, Synergy_Bliss=0.242, Synergy_Loewe=-24.1, Synergy_HSA=-0.899.